Dataset: Forward reaction prediction with 1.9M reactions from USPTO patents (1976-2016). Task: Predict the product of the given reaction. (1) Given the reactants CN1C(O[C:8](=[O:25])[C:9]2[CH:14]=[CH:13][C:12]([S:15]([CH3:18])(=[O:17])=[O:16])=[C:11]([O:19][CH2:20][CH2:21][O:22][CH3:23])[C:10]=2[CH3:24])=CC=N1.C([N:28]([CH2:31][CH3:32])[CH2:29]C)C.CC(C)([OH:37])C#N.[C:39](#[N:41])C, predict the reaction product. The product is: [CH3:23][O:22][CH2:21][CH2:20][O:19][C:11]1[C:10]([CH3:24])=[C:9]([CH:14]=[CH:13][C:12]=1[S:15]([CH3:18])(=[O:16])=[O:17])[C:8]([C:32]1[CH:39]=[N:41][N:28]([CH3:29])[C:31]=1[OH:37])=[O:25]. (2) The product is: [F:41][CH2:40][C@@:27]1([C:30]([O:32][CH2:33][C:34]2[CH:35]=[CH:36][CH:37]=[CH:38][CH:39]=2)=[O:31])[CH2:28][CH2:29][C:24]([C:11]2[C:12]([CH3:22])([CH3:23])[C@H:13]3[C@:8]([CH3:42])([CH2:9][CH:10]=2)[C@@H:7]2[C@:16]([CH3:21])([C@@:17]4([CH3:20])[C@H:4]([CH2:5][CH2:6]2)[C@H:3]2[C@H:43]([C:46]([CH3:48])=[CH2:47])[CH2:44][CH2:45][C@:2]2([NH:1][CH2:61][CH2:60][C:50]2([OH:49])[CH2:51][CH2:52][N:53]([S:56]([CH3:59])(=[O:58])=[O:57])[CH2:54][CH2:55]2)[CH2:19][CH2:18]4)[CH2:15][CH2:14]3)=[CH:25][CH2:26]1. Given the reactants [NH2:1][C@:2]12[CH2:45][CH2:44][C@@H:43]([C:46]([CH3:48])=[CH2:47])[C@@H:3]1[C@@H:4]1[C@@:17]([CH3:20])([CH2:18][CH2:19]2)[C@@:16]2([CH3:21])[C@@H:7]([C@:8]3([CH3:42])[C@@H:13]([CH2:14][CH2:15]2)[C:12]([CH3:23])([CH3:22])[C:11]([C:24]2[CH2:29][CH2:28][C@@:27]([CH2:40][F:41])([C:30]([O:32][CH2:33][C:34]4[CH:39]=[CH:38][CH:37]=[CH:36][CH:35]=4)=[O:31])[CH2:26][CH:25]=2)=[CH:10][CH2:9]3)[CH2:6][CH2:5]1.[OH:49][C:50]1([CH2:60][CH:61]=O)[CH2:55][CH2:54][N:53]([S:56]([CH3:59])(=[O:58])=[O:57])[CH2:52][CH2:51]1.C(O[BH-](OC(=O)C)OC(=O)C)(=O)C.[Na+].C(=O)(O)[O-].[Na+], predict the reaction product. (3) Given the reactants [N:1]1[CH:6]=[CH:5][CH:4]=[CH:3][C:2]=1[CH2:7][CH2:8][C:9]([O:11][C:12]([CH3:15])([CH3:14])[CH3:13])=[O:10].ClC1C=CC=C(C(OO)=[O:24])C=1, predict the reaction product. The product is: [O-:24][N+:1]1[CH:6]=[CH:5][CH:4]=[CH:3][C:2]=1[CH2:7][CH2:8][C:9]([O:11][C:12]([CH3:15])([CH3:14])[CH3:13])=[O:10]. (4) Given the reactants [C:1]([C:4]1[CH:9]=[CH:8][CH:7]=[CH:6][CH:5]=1)(=O)[CH3:2].[NH2:10][C:11]1[S:12]/[C:13](=[CH:17]\[C:18]2[CH:23]=[C:22]([O:24][CH3:25])[C:21]([OH:26])=[C:20]([Cl:27])[CH:19]=2)/[C:14](=[O:16])[N:15]=1, predict the reaction product. The product is: [Cl:27][C:20]1[CH:19]=[C:18](/[CH:17]=[C:13]2/[C:14](=[O:16])[N:15]3[CH:2]=[C:1]([C:4]4[CH:9]=[CH:8][CH:7]=[CH:6][CH:5]=4)[N:10]=[C:11]3[S:12]/2)[CH:23]=[C:22]([O:24][CH3:25])[C:21]=1[OH:26].